This data is from Catalyst prediction with 721,799 reactions and 888 catalyst types from USPTO. The task is: Predict which catalyst facilitates the given reaction. (1) Reactant: [N:1]1[CH:6]=[CH:5][CH:4]=[C:3]([C:7]2[CH:11]=[C:10]([C:12]([F:15])([F:14])[F:13])[N:9]([C:16]3[CH:31]=[CH:30][C:19]([CH2:20][NH:21][C:22](=[O:29])C4C=CC=NC=4)=[CH:18][CH:17]=3)[N:8]=2)[CH:2]=1.[CH2:32]([N:39]=C=O)[C:33]1[CH:38]=[CH:37][CH:36]=[CH:35][CH:34]=1. Product: [CH2:32]([NH:39][C:22]([NH:21][CH2:20][C:19]1[CH:30]=[CH:31][C:16]([N:9]2[C:10]([C:12]([F:14])([F:15])[F:13])=[CH:11][C:7]([C:3]3[CH:2]=[N:1][CH:6]=[CH:5][CH:4]=3)=[N:8]2)=[CH:17][CH:18]=1)=[O:29])[C:33]1[CH:38]=[CH:37][CH:36]=[CH:35][CH:34]=1. The catalyst class is: 10. (2) Reactant: C1COCC1.FC(F)(F)S(O[C@H:12]1[CH2:19][C@@:18]2([CH2:22][CH:23]=[C:24]([CH3:26])[CH3:25])[C:20](=[O:21])[C@H:14]([C:15](=[O:29])[CH:16]=[C:17]2[O:27][CH3:28])[C@:13]1([CH3:36])[CH2:30][CH2:31][CH:32]=[C:33]([CH3:35])[CH3:34])(=O)=O.Cl[Si:40]([CH3:43])([CH3:42])[CH3:41].C([N-]C(C)C)(C)C.[Li+]. Product: [CH3:28][O:27][C:17]1[C:18]2([CH2:22][CH:23]=[C:24]([CH3:26])[CH3:25])[C:20](=[O:21])[C:14]3([C:15](=[O:29])[C:16]=1[Si:40]([CH3:43])([CH3:42])[CH3:41])[CH:12]([C:13]3([CH3:36])[CH2:30][CH2:31][CH:32]=[C:33]([CH3:35])[CH3:34])[CH2:19]2. The catalyst class is: 521. (3) Reactant: Br[C:2]1[CH:3]=[C:4]2[C:9](=[CH:10][CH:11]=1)[N:8]=[C:7]([NH:12][CH2:13][C:14]1[CH:19]=[CH:18][CH:17]=[CH:16]C=1OC)[CH:6]=[CH:5]2.[C:22]([NH2:30])(=[O:29])[C:23]1[CH:28]=[CH:27][CH:26]=[CH:25][CH:24]=1.C(=O)([O-])[O-:32].[Cs+].[Cs+].C1(P(C2C=CC=CC=2)C2C3OC4C(=CC=CC=4P(C4C=CC=CC=4)C4C=CC=CC=4)C(C)(C)C=3C=CC=2)C=CC=CC=1. Product: [CH3:16][C:17]1[O:32][C:14]([CH2:13][NH:12][C:7]2[CH:6]=[CH:5][C:4]3[C:9](=[CH:10][CH:11]=[C:2]([NH:30][C:22](=[O:29])[C:23]4[CH:28]=[CH:27][CH:26]=[CH:25][CH:24]=4)[CH:3]=3)[N:8]=2)=[CH:19][CH:18]=1. The catalyst class is: 12. (4) Reactant: [Cl:1][C:2]1[N:3]=[N:4][C:5](Cl)=[CH:6][CH:7]=1.C([O-])([O-])=O.[Na+].[Na+].[S:15]1[C:19](B(O)O)=[CH:18][C:17]2[CH:23]=[CH:24][CH:25]=[CH:26][C:16]1=2.C(Cl)Cl. Product: [S:15]1[C:19]([C:5]2[N:4]=[N:3][C:2]([Cl:1])=[CH:7][CH:6]=2)=[CH:18][C:17]2[CH:23]=[CH:24][CH:25]=[CH:26][C:16]1=2. The catalyst class is: 622.